Dataset: Catalyst prediction with 721,799 reactions and 888 catalyst types from USPTO. Task: Predict which catalyst facilitates the given reaction. (1) Reactant: [Cl:1][C:2]1[N:3]=[N:4][C:5](Cl)=[CH:6][CH:7]=1.[CH3:9][S-:10].[Na+]. Product: [Cl:1][C:2]1[N:3]=[N:4][C:5]([S:10][CH3:9])=[CH:6][CH:7]=1. The catalyst class is: 163. (2) Reactant: CC1(C)C(C)(C)OB([C:9]2[C:18]3[C:13](=[CH:14][CH:15]=[CH:16][CH:17]=3)[N:12]=[C:11]([C:19]([O:21][CH2:22][CH3:23])=[O:20])[CH:10]=2)O1.Br[CH2:26][C:27]1[CH:32]=[CH:31][N:30]=[C:29]([O:33][CH3:34])[CH:28]=1.C1(C)C=CC=CC=1.C([O-])([O-])=O.[Na+].[Na+]. Product: [CH3:34][O:33][C:29]1[CH:28]=[C:27]([CH2:26][C:9]2[C:18]3[C:13](=[CH:14][CH:15]=[CH:16][CH:17]=3)[N:12]=[C:11]([C:19]([O:21][CH2:22][CH3:23])=[O:20])[CH:10]=2)[CH:32]=[CH:31][N:30]=1. The catalyst class is: 461. (3) Reactant: CC1C=CC(S([O:11][CH2:12][CH2:13][N:14]([C:16]([O:18][C:19]([CH3:22])([CH3:21])[CH3:20])=[O:17])[CH3:15])(=O)=O)=CC=1.[Br:23][C:24]1[CH:25]=[C:26]([NH:32][C:33]2[CH:38]=[CH:37][CH:36]=[C:35](O)[N:34]=2)[C:27](=[O:31])[N:28]([CH3:30])[CH:29]=1.C([O-])([O-])=O.[Cs+].[Cs+]. Product: [Br:23][C:24]1[CH:25]=[C:26]([NH:32][C:33]2[N:34]=[C:35]([O:11][CH2:12][CH2:13][N:14]([CH3:15])[C:16](=[O:17])[O:18][C:19]([CH3:20])([CH3:21])[CH3:22])[CH:36]=[CH:37][CH:38]=2)[C:27](=[O:31])[N:28]([CH3:30])[CH:29]=1. The catalyst class is: 3.